Dataset: Reaction yield outcomes from USPTO patents with 853,638 reactions. Task: Predict the reaction yield, written as a fraction of the theoretical maximum amount of product (1.0 means a 100% yield; for example, 0.34 means a 34% yield). (1) The reactants are Cl[C:2]1[CH:3]=[C:4](C2[C:4]3[C:5](F)=[CH:6][C:7]([OH:8])=[C:2](F)[C:3]=3C3C(C)=NN(C(C)(C)C)C=3N=2)[CH:5]=[CH:6][C:7]=1[O:8]CC1C=CC=CC=1.C(=O)([O-])[O-].[K+].[K+].CS(OCC1CCN(C(OC(C)(C)C)=O)CC1)(=O)=O.C=O.Cl.[F:65][C:66]([F:71])([F:70])[C:67]([OH:69])=[O:68]. The catalyst is CN(C)C=O.C(O)=O.CCO.O1CCOCC1. The product is [F:65][C:66]([F:71])([F:70])[C:67]([OH:69])=[O:68].[C:7]1([OH:8])[CH:6]=[CH:5][CH:4]=[CH:3][CH:2]=1. The yield is 0.160. (2) The reactants are [NH2:1][C:2]1[CH:7]=[CH:6][C:5]([C:8]2[N:9]([CH2:22][CH3:23])[C:10]3[C:15]([C:16]=2[C:17]#[N:18])=[CH:14][CH:13]=[C:12]([O:19][CH2:20][CH3:21])[CH:11]=3)=[CH:4][CH:3]=1.CCN(CC)CC.[CH:31]1([C:34](Cl)=[O:35])[CH2:33][CH2:32]1.O. The catalyst is C1COCC1.C(OCC)(=O)C. The product is [C:17]([C:16]1[C:15]2[C:10](=[CH:11][C:12]([O:19][CH2:20][CH3:21])=[CH:13][CH:14]=2)[N:9]([CH2:22][CH3:23])[C:8]=1[C:5]1[CH:4]=[CH:3][C:2]([NH:1][C:34]([CH:31]2[CH2:33][CH2:32]2)=[O:35])=[CH:7][CH:6]=1)#[N:18]. The yield is 0.990.